From a dataset of Drug-target binding data from BindingDB using Ki measurements. Regression. Given a target protein amino acid sequence and a drug SMILES string, predict the binding affinity score between them. We predict pKi (pKi = -log10(Ki in M); higher means stronger inhibition). Dataset: bindingdb_ki. (1) The drug is CN(C)CC(c1ccc(O)cc1)C1(O)CCCCC1. The target protein (Q1LZD0) has sequence MPLEAQDAVYVALELALAALSVTGNVLVCAAVGTSSALQTPTNYFLVSLAAADVAVGLFAIPFAVTISLGFCTDFHSCLFLACFVLVLTQSSIFSLLAVAVDRYLAVRVPLRYKSLVTGARARGVIAALWVLAFGIGLTPFLGWNDRKIATNCTEPGDAATNVSCCLIRCLFENVVPMSYMVYFNFFGCVLPPLLIMLVIYVKIFLVACRQLQRTELMDHSRTVLQREIHAAKSLALIVGIFALCWLPVHTINCASLFQPTWAKVKPKWAINTAILLSHANSAVNPIVYAYRNRDFRYTFHKIISRYILCRTHILKSGEGQVGSQPTLQLGL. The pKi is 5.0. (2) The small molecule is CN1C2CCC1C(c1cncc(-c3ccc(F)nc3)c1)C2. The target protein (P04757) has sequence MGVVLLPPPLSMLMLVLMLLPAASASEAEHRLFQYLFEDYNEIIRPVANVSHPVIIQFEVSMSQLVKVDEVNQIMETNLWLKQIWNDYKLKWKPSDYQGVEFMRVPAEKIWKPDIVLYNNADGDFQVDDKTKALLKYTGEVTWIPPAIFKSSCKIDVTYFPFDYQNCTMKFGSWSYDKAKIDLVLIGSSMNLKDYWESGEWAIIKAPGYKHEIKYNCCEEIYQDITYSLYIRRLPLFYTINLIIPCLLISFLTVLVFYLPSDCGEKVTLCISVLLSLTVFLLVITETIPSTSLVIPLIGEYLLFTMIFVTLSIVITVFVLNVHYRTPTTHTMPTWVKAVFLNLLPRVMFMTRPTSGEGDTPKTRTFYGAELSNLNCFSRADSKSCKEGYPCQDGTCGYCHHRRVKISNFSANLTRSSSSESVNAVLSLSALSPEIKEAIQSVKYIAENMKAQNVAKEIQDDWKYVAMVIDRIFLWVFILVCILGTAGLFLQPLMARDDT. The pKi is 9.7. (3) The drug is S=C(NCCCc1cnc[nH]1)NC1CCCCC1. The target protein (Q9QYN8) has sequence MERAPPDGLMNASGTLAGEAAAAGGARGFSAAWTAVLAALMALLIVATVLGNALVMLAFVADSSLRTQNNFFLLNLAISDFLVGAFCIPLYVPYVLTGRWTFGRGLCKLWLVVDYLLCASSVFNIVLISYDRFLSVTRAVSYRAQQGDTRRAVRKMALVWVLAFLLYGPAILSWEYLSGGSSIPEGHCYAEFFYNWYFLITASTLEFFTPFLSVTFFNLSIYLNIQRRTRLRLDGGREAGPEPPPDAQPSPPPAPPSCWGCWPKGHGEAMPLHRYGVGEAGPGVEAGEAALGGGSGGGAAASPTSSSGSSSRGTERPRSLKRGSKPSASSASLEKRMKMVSQSITQRFRLSRDKKVAKSLAIIVSIFGLCWAPYTLLMIIRAACHGRCIPDYWYETSFWLLWANSAVNPVLYPLCHYSFRRAFTKLLCPQKLKVQPHGSLEQCWK. The pKi is 7.9. (4) The small molecule is CC1(C)COC(=O)CCCCCCCCCOC(=O)C2CCCCN2C(=O)C1=O. The target protein (Q02790) has sequence MTAEEMKATESGAQSAPLPMEGVDISPKQDEGVLKVIKREGTGTEMPMIGDRVFVHYTGWLLDGTKFDSSLDRKDKFSFDLGKGEVIKAWDIAIATMKVGEVCHITCKPEYAYGSAGSPPKIPPNATLVFEVELFEFKGEDLTEEEDGGIIRRIQTRGEGYAKPNEGAIVEVALEGYYKDKLFDQRELRFEIGEGENLDLPYGLERAIQRMEKGEHSIVYLKPSYAFGSVGKEKFQIPPNAELKYELHLKSFEKAKESWEMNSEEKLEQSTIVKERGTVYFKEGKYKQALLQYKKIVSWLEYESSFSNEEAQKAQALRLASHLNLAMCHLKLQAFSAAIESCNKALELDSNNEKGLFRRGEAHLAVNDFELARADFQKVLQLYPNNKAAKTQLAVCQQRIRRQLAREKKLYANMFERLAEEENKAKAEASSGDHPTDTEMKEEQKSNTAGSQSQVETEA. The pKi is 4.0. (5) The drug is CSCC[C@H](NC(=O)[C@H](CC(C)C)NC(=O)CNC(=O)[C@H](Cc1ccc(O)cc1)NC(=O)[C@H](Cc1ccccc1)NC(=O)[C@H](CCCCN)NC(=O)[C@H](CC(N)=O)NC(=O)[C@@H]1CCCN1C(=O)[C@H](CC(=O)O)NC(=O)[C@H](C)NC(=O)C1CCC(=O)N1)C(N)=O. The target protein (Q8C6A8) has sequence MERGLHLGAAAASEDDLFLHKSLGTSAAKRLEAAFRSTPPGMDLSLAPPTRERPASSSSPLGCFEPADPEGAGLRLPPPGGGGGASGGGGGVSVPGLLVGSAGVGGEPSLSSLPAGAALCLKYGESAGRGSVAESSGGEQSPDDDSDGLCELVLRAGGPDPRASPRAGGGSAKVAEGCSNAHLHGGSGLPPGGPTSGGGSGGGGGGSSKKSKEQKALRLNINARERRRMHDLNDALDELRAVIPYAHSPSVRKLSKIATLLLAKNYILMQAQALEEMRRLVAYLNQGQAISAASLPSSAAAAAAAAALHPALGAYEQAAGYPFSAGLPPAASCPEKCALFNSVSSSLCKQCTEKP. The pKi is 7.8.